Dataset: Full USPTO retrosynthesis dataset with 1.9M reactions from patents (1976-2016). Task: Predict the reactants needed to synthesize the given product. The reactants are: [NH2:1][C:2]([NH2:4])=[S:3].[I-].[K+].[Br:7][C:8]1[CH:9]=[CH:10][C:11]2[C:12]3[N:20]([CH2:21][CH2:22][CH2:23][CH2:24][CH2:25][Cl:26])[C:19]([CH2:27][O:28][CH2:29][CH3:30])=[N:18][C:13]=3[CH:14]=[N:15][C:16]=2[CH:17]=1. Given the product [ClH:26].[Br:7][C:8]1[CH:9]=[CH:10][C:11]2[C:12]3[N:20]([CH2:21][CH2:22][CH2:23][CH2:24][CH2:25][S:3][C:2](=[NH:4])[NH2:1])[C:19]([CH2:27][O:28][CH2:29][CH3:30])=[N:18][C:13]=3[CH:14]=[N:15][C:16]=2[CH:17]=1, predict the reactants needed to synthesize it.